This data is from Reaction yield outcomes from USPTO patents with 853,638 reactions. The task is: Predict the reaction yield, written as a fraction of the theoretical maximum amount of product (1.0 means a 100% yield; for example, 0.34 means a 34% yield). The reactants are [CH:1]([C@H:4]1[NH:9][CH2:8][CH2:7][N:6]2[C:10]3[CH:16]=[C:15]([S:17]([CH3:20])(=[O:19])=[O:18])[C:14]([C:21]([O:23][CH3:24])=[O:22])=[CH:13][C:11]=3[N:12]=[C:5]12)([CH3:3])[CH3:2].Cl[C:26]1[N:31]=[C:30]([C:32]([F:35])([F:34])[F:33])[C:29]([C:36](=[O:38])[CH3:37])=[CH:28][N:27]=1.CCN(C(C)C)C(C)C.O. The catalyst is CC(O)C.C(Cl)Cl. The product is [C:36]([C:29]1[C:30]([C:32]([F:34])([F:35])[F:33])=[N:31][C:26]([N:9]2[CH2:8][CH2:7][N:6]3[C:10]4[CH:16]=[C:15]([S:17]([CH3:20])(=[O:19])=[O:18])[C:14]([C:21]([O:23][CH3:24])=[O:22])=[CH:13][C:11]=4[N:12]=[C:5]3[C@H:4]2[CH:1]([CH3:3])[CH3:2])=[N:27][CH:28]=1)(=[O:38])[CH3:37]. The yield is 0.444.